This data is from Forward reaction prediction with 1.9M reactions from USPTO patents (1976-2016). The task is: Predict the product of the given reaction. (1) Given the reactants [C:1]([C:9]1[N:13](C)[N:12]=[N:11][N:10]=1)(=O)[C:2]1[CH:7]=[CH:6][CH:5]=[CH:4][CH:3]=1.C(C#N)C1C=CC=CC=1.[N-]=[N+]=[N-].[NH4+], predict the reaction product. The product is: [CH2:1]([C:9]1[NH:10][N:11]=[N:12][N:13]=1)[C:2]1[CH:3]=[CH:4][CH:5]=[CH:6][CH:7]=1. (2) Given the reactants CC(C)([O-])C.[K+].[F:7][C:8]1[CH:9]=[C:10]([CH2:14][C:15]#[N:16])[CH:11]=[CH:12][CH:13]=1.Cl[CH2:18][CH2:19][O:20][CH2:21][CH2:22]Cl, predict the reaction product. The product is: [F:7][C:8]1[CH:9]=[C:10]([C:14]2([C:15]#[N:16])[CH2:22][CH2:21][O:20][CH2:19][CH2:18]2)[CH:11]=[CH:12][CH:13]=1. (3) Given the reactants [CH3:1][O:2][C:3]([C:5]1[C:14]2[C:9](=[C:10]([NH:15][S:16]([C:19]3[CH:24]=[CH:23][CH:22]=[CH:21][C:20]=3[N+:25]([O-])=O)(=[O:18])=[O:17])[CH:11]=[CH:12][CH:13]=2)[N:8]=[CH:7][CH:6]=1)=[O:4].Cl[Sn]Cl, predict the reaction product. The product is: [CH3:1][O:2][C:3]([C:5]1[C:14]2[C:9](=[C:10]([NH:15][S:16]([C:19]3[CH:24]=[CH:23][CH:22]=[CH:21][C:20]=3[NH2:25])(=[O:18])=[O:17])[CH:11]=[CH:12][CH:13]=2)[N:8]=[CH:7][CH:6]=1)=[O:4]. (4) Given the reactants I[C:2]1[CH:7]=[CH:6][CH:5]=[CH:4][C:3]=1[O:8][CH3:9].[C:10]([O:16][CH2:17][CH3:18])(=[O:15])[CH2:11][CH2:12][CH:13]=[CH2:14].C(N(CC)CC)C.CC#N, predict the reaction product. The product is: [CH3:9][O:8][C:3]1[CH:4]=[CH:5][CH:6]=[CH:7][C:2]=1/[CH:14]=[CH:13]/[CH2:12][CH2:11][C:10]([O:16][CH2:17][CH3:18])=[O:15]. (5) Given the reactants [N+:1]([C:4]1[CH:9]=[CH:8][N:7]=[C:6]([N:10]2[CH2:15][CH2:14][O:13][CH2:12][CH2:11]2)[CH:5]=1)([O-])=O, predict the reaction product. The product is: [O:13]1[CH2:14][CH2:15][N:10]([C:6]2[CH:5]=[C:4]([NH2:1])[CH:9]=[CH:8][N:7]=2)[CH2:11][CH2:12]1. (6) Given the reactants [CH3:1][C:2]1[CH:7]=[CH:6][C:5]([C:8]2[NH:9][CH:10]=[CH:11][N:12]=2)=[CH:4][C:3]=1[N+:13]([O-])=O, predict the reaction product. The product is: [NH:9]1[CH:10]=[CH:11][N:12]=[C:8]1[C:5]1[CH:6]=[CH:7][C:2]([CH3:1])=[C:3]([CH:4]=1)[NH2:13]. (7) Given the reactants [CH:1]([NH:4][C:5]1[CH:10]=[CH:9][C:8]([C:11]([F:14])([F:13])[F:12])=[CH:7][C:6]=1[N+:15]([O-])=O)([CH3:3])[CH3:2], predict the reaction product. The product is: [CH:1]([NH:4][C:5]1[C:6]([NH2:15])=[CH:7][C:8]([C:11]([F:13])([F:14])[F:12])=[CH:9][CH:10]=1)([CH3:3])[CH3:2].